From a dataset of Catalyst prediction with 721,799 reactions and 888 catalyst types from USPTO. Predict which catalyst facilitates the given reaction. (1) Reactant: [Cl:1][C:2]1[N:7]=[C:6](Cl)[C:5]([CH3:9])=[CH:4][N:3]=1.[NH2:10][CH:11]1[CH2:28][CH2:27][C:14]2([CH2:19][CH2:18][N:17]([C:20]([O:22][C:23]([CH3:26])([CH3:25])[CH3:24])=[O:21])[CH2:16][CH2:15]2)[CH2:13][CH2:12]1.CCN(CC)CC. Product: [Cl:1][C:2]1[N:7]=[C:6]([NH:10][CH:11]2[CH2:12][CH2:13][C:14]3([CH2:19][CH2:18][N:17]([C:20]([O:22][C:23]([CH3:24])([CH3:25])[CH3:26])=[O:21])[CH2:16][CH2:15]3)[CH2:27][CH2:28]2)[C:5]([CH3:9])=[CH:4][N:3]=1. The catalyst class is: 14. (2) Reactant: C(OC(=O)[NH:7][C:8]1[N:13]=[CH:12][C:11]([C:14]2[N:15]=[C:16]([N:36]3[CH2:41][CH2:40][O:39][CH2:38][CH2:37]3)[C:17]3[N:23]=[CH:22][C:21]([C:24]4[CH:29]=[CH:28][CH:27]=[C:26]([NH:30][C:31]([CH:33]5[CH2:35][CH2:34]5)=[O:32])[CH:25]=4)=[CH:20][C:18]=3[N:19]=2)=[CH:10][N:9]=1)(C)(C)C.C(Cl)Cl.FC(F)(F)C(O)=O.CO. Product: [NH2:7][C:8]1[N:13]=[CH:12][C:11]([C:14]2[N:15]=[C:16]([N:36]3[CH2:37][CH2:38][O:39][CH2:40][CH2:41]3)[C:17]3[N:23]=[CH:22][C:21]([C:24]4[CH:25]=[C:26]([NH:30][C:31]([CH:33]5[CH2:34][CH2:35]5)=[O:32])[CH:27]=[CH:28][CH:29]=4)=[CH:20][C:18]=3[N:19]=2)=[CH:10][N:9]=1. The catalyst class is: 22. (3) Reactant: C[O:2][C:3](=[O:31])[CH2:4][C:5]1[CH:10]=[C:9]([S:11]([N:14]2[CH2:19][CH2:18][N:17]([C:20]3[CH:25]=[CH:24][C:23]([C:26]([F:29])([F:28])[F:27])=[CH:22][N:21]=3)[CH2:16][CH2:15]2)(=[O:13])=[O:12])[CH:8]=[CH:7][C:6]=1[OH:30].[Li+].[OH-]. Product: [F:28][C:26]([F:27])([F:29])[C:23]1[CH:24]=[CH:25][C:20]([N:17]2[CH2:16][CH2:15][N:14]([S:11]([C:9]3[CH:8]=[CH:7][C:6]([OH:30])=[C:5]([CH2:4][C:3]([OH:31])=[O:2])[CH:10]=3)(=[O:13])=[O:12])[CH2:19][CH2:18]2)=[N:21][CH:22]=1. The catalyst class is: 36. (4) Reactant: Cl[C:2]1[CH:9]=[CH:8][C:5]([C:6]#[N:7])=[CH:4][N:3]=1.[OH2:10].[NH2:11][NH2:12]. Product: [OH2:10].[NH:11]([C:2]1[CH:9]=[CH:8][C:5]([C:6]#[N:7])=[CH:4][N:3]=1)[NH2:12]. The catalyst class is: 12. (5) Reactant: C1N=CN(C(N2C=NC=C2)=O)C=1.[C:13]1([S:19]([CH2:22][CH2:23][S:24][C:25]2[N:33]=[CH:32][CH:31]=[CH:30][C:26]=2[C:27]([OH:29])=O)(=[O:21])=[O:20])[CH:18]=[CH:17][CH:16]=[CH:15][CH:14]=1.Cl.[CH:35]1([CH2:41][CH2:42][NH2:43])[CH2:40][CH2:39][CH2:38][CH2:37][CH2:36]1.C(N(C(C)C)CC)(C)C. Product: [CH:35]1([CH2:41][CH2:42][NH:43][C:27](=[O:29])[C:26]2[CH:30]=[CH:31][CH:32]=[N:33][C:25]=2[S:24][CH2:23][CH2:22][S:19]([C:13]2[CH:14]=[CH:15][CH:16]=[CH:17][CH:18]=2)(=[O:20])=[O:21])[CH2:40][CH2:39][CH2:38][CH2:37][CH2:36]1. The catalyst class is: 2. (6) Reactant: [Br:1][C:2]1[C:3]([S:12]C(C)(C)C)=[C:4]([CH:8]=[C:9]([F:11])[CH:10]=1)[CH:5]=[N:6]O.C1(C)C=CC(S(O)(=O)=O)=CC=1. Product: [Br:1][C:2]1[C:3]2[S:12][N:6]=[CH:5][C:4]=2[CH:8]=[C:9]([F:11])[CH:10]=1. The catalyst class is: 51. (7) Reactant: [Cl:1][C:2]1[N:7]=[C:6](Cl)[CH:5]=[C:4]([C:9]2[CH:14]=[CH:13][C:12]([C:15]([F:18])([F:17])[F:16])=[CH:11][CH:10]=2)[N:3]=1.[NH2:19][C:20]1[CH:21]=[CH:22][CH:23]=[C:24]2[C:29]=1[CH2:28][CH:27]([OH:30])[CH2:26][CH2:25]2. Product: [Cl:1][C:2]1[N:7]=[C:6]([NH:19][C:20]2[CH:21]=[CH:22][CH:23]=[C:24]3[C:29]=2[CH2:28][CH:27]([OH:30])[CH2:26][CH2:25]3)[CH:5]=[C:4]([C:9]2[CH:14]=[CH:13][C:12]([C:15]([F:18])([F:17])[F:16])=[CH:11][CH:10]=2)[N:3]=1. The catalyst class is: 14. (8) Reactant: [C:1]([O:9][C@@H:10]1[C@@:16]([CH2:27]OC(OC2C=CC=CC=2)=S)([CH2:17][O:18][C:19](=[O:26])[C:20]2[CH:25]=[CH:24][CH:23]=[CH:22][CH:21]=2)[O:15][C@@H:12]([O:13][CH3:14])[C@H:11]1[F:38])(=[O:8])[C:2]1[CH:7]=[CH:6][CH:5]=[CH:4][CH:3]=1.N(C1(C#N)CCCCC1)=NC1(C#N)CCCCC1.C[Si]([SiH]([Si](C)(C)C)[Si](C)(C)C)(C)C. Product: [C:1]([O:9][C@@H:10]1[C@@:16]([CH3:27])([CH2:17][O:18][C:19](=[O:26])[C:20]2[CH:25]=[CH:24][CH:23]=[CH:22][CH:21]=2)[O:15][C@@H:12]([O:13][CH3:14])[C@H:11]1[F:38])(=[O:8])[C:2]1[CH:3]=[CH:4][CH:5]=[CH:6][CH:7]=1. The catalyst class is: 11. (9) Reactant: Cl[C:2]1[N:7]=[C:6]([NH:8][C@H:9]([C:12]2[CH:17]=[CH:16][C:15]([F:18])=[CH:14][CH:13]=2)[CH2:10][OH:11])[C:5]([N+:19]([O-:21])=[O:20])=[CH:4][CH:3]=1.[CH3:22][C:23]1[NH:27][N:26]=[C:25]([NH2:28])[CH:24]=1.CCN(C(C)C)C(C)C. Product: [F:18][C:15]1[CH:16]=[CH:17][C:12]([C@@H:9]([NH:8][C:6]2[C:5]([N+:19]([O-:21])=[O:20])=[CH:4][CH:3]=[C:2]([NH:28][C:25]3[CH:24]=[C:23]([CH3:22])[NH:27][N:26]=3)[N:7]=2)[CH2:10][OH:11])=[CH:13][CH:14]=1. The catalyst class is: 114. (10) Reactant: FC(F)(F)C(O)=O.[CH:8]([N:11]1[CH2:16][CH2:15][CH:14]([NH:17][C:18]([C:20]2[CH:25]=[CH:24][C:23]([C:26]3[CH:31]=[CH:30][C:29]([CH2:32][C@H:33]([NH:48][C:49]([C@H:51]4[CH2:56][CH2:55][C@H:54]([CH2:57][NH:58]C(=O)OC(C)(C)C)[CH2:53][CH2:52]4)=[O:50])[C:34](=[O:47])[NH:35][C:36]4[CH:41]=[CH:40][C:39]([C:42]5[N:43]=[N:44][NH:45][N:46]=5)=[CH:38][CH:37]=4)=[CH:28][CH:27]=3)=[C:22]([CH3:66])[CH:21]=2)=[O:19])[CH2:13][CH2:12]1)([CH3:10])[CH3:9].[ClH:67]. Product: [ClH:67].[NH2:58][CH2:57][C@H:54]1[CH2:55][CH2:56][C@H:51]([C:49]([NH:48][C@H:33]([C:34](=[O:47])[NH:35][C:36]2[CH:41]=[CH:40][C:39]([C:42]3[N:43]=[N:44][NH:45][N:46]=3)=[CH:38][CH:37]=2)[CH2:32][C:29]2[CH:28]=[CH:27][C:26]([C:23]3[CH:24]=[CH:25][C:20]([C:18]([NH:17][CH:14]4[CH2:13][CH2:12][N:11]([CH:8]([CH3:9])[CH3:10])[CH2:16][CH2:15]4)=[O:19])=[CH:21][C:22]=3[CH3:66])=[CH:31][CH:30]=2)=[O:50])[CH2:52][CH2:53]1. The catalyst class is: 12.